Dataset: Peptide-MHC class I binding affinity with 185,985 pairs from IEDB/IMGT. Task: Regression. Given a peptide amino acid sequence and an MHC pseudo amino acid sequence, predict their binding affinity value. This is MHC class I binding data. (1) The peptide sequence is AQMVWIHGV. The MHC is HLA-A02:03 with pseudo-sequence HLA-A02:03. The binding affinity (normalized) is 0.686. (2) The peptide sequence is PDTRPAPGS. The MHC is H-2-Kk with pseudo-sequence H-2-Kk. The binding affinity (normalized) is 0.128. (3) The peptide sequence is YERGNIIIF. The MHC is HLA-B40:01 with pseudo-sequence HLA-B40:01. The binding affinity (normalized) is 0.534. (4) The peptide sequence is IILNGSLLTL. The MHC is HLA-A02:01 with pseudo-sequence HLA-A02:01. The binding affinity (normalized) is 0.510. (5) The peptide sequence is RASHFRKLF. The MHC is HLA-A69:01 with pseudo-sequence HLA-A69:01. The binding affinity (normalized) is 0.0847.